Dataset: Full USPTO retrosynthesis dataset with 1.9M reactions from patents (1976-2016). Task: Predict the reactants needed to synthesize the given product. (1) Given the product [Cl:1][C:2]1[CH:10]=[C:9]2[C:5]([C:6]([CH:19]=[O:20])=[CH:7][NH:8]2)=[CH:4][C:3]=1[C:26]1[CH:31]=[CH:30][C:29]([CH2:32][C:33]([N:35]2[CH2:40][CH2:39][O:38][CH2:37][CH2:36]2)=[O:34])=[CH:28][CH:27]=1, predict the reactants needed to synthesize it. The reactants are: [Cl:1][C:2]1[CH:10]=[C:9]2[C:5]([CH:6]=[CH:7][NH:8]2)=[CH:4][C:3]=1B1OCC(C)(C)CO1.[C:19](=O)([O-])[O-:20].[K+].[K+].Br[C:26]1[CH:31]=[CH:30][C:29]([CH2:32][C:33]([N:35]2[CH2:40][CH2:39][O:38][CH2:37][CH2:36]2)=[O:34])=[CH:28][CH:27]=1.O. (2) Given the product [Cl:7][CH2:8][C:9]([O:5][CH2:4][CH2:3][CH2:2][CH2:1][O:6][C:9](=[O:11])[CH2:8][Cl:7])=[O:11], predict the reactants needed to synthesize it. The reactants are: [CH2:1]([OH:6])[CH2:2][CH2:3][CH2:4][OH:5].[Cl:7][CH2:8][C:9]([OH:11])=O.